From a dataset of Experimentally validated miRNA-target interactions with 360,000+ pairs, plus equal number of negative samples. Binary Classification. Given a miRNA mature sequence and a target amino acid sequence, predict their likelihood of interaction. (1) The miRNA is hsa-miR-1289 with sequence UGGAGUCCAGGAAUCUGCAUUUU. The protein sequence of the target gene is MAGMALARAWKQMSWFYYQYLLVTALYMLEPWERTVFNSMLVSVVGMALYTGYVFMPQHIMAILHYFEIVQ. Result: 0 (no interaction). (2) The miRNA is hsa-miR-4445-3p with sequence CACGGCAAAAGAAACAAUCCA. Result: 0 (no interaction). The protein sequence of the target gene is MEAVATATAAKEPDKGCIEPGPGHWGELSRTPVPSKPQDKVEAAEATPVALDSDTSGAENAAVSAMLHAVAASRLPVCSQQQGEPDLTEHEKVAILAQLYHEKPLVFLERFRTGLREEHLACFGHVRGDHRADFYCAEVARQGTARPRTLRTRLRNRRYAALRELIQGGEYFSDEQMRFRAPLLYEQYIGQYLTQEELSARTPTHQPPKPGSPGRPACPLSNLLLQSYEERELQQRLLQQQEEEEACLEEEEEEEDSDEEDQRSGKDSEAWVPDSEERLILREEFTSRMHQRFLDGKDGD.... (3) The miRNA is hsa-miR-525-5p with sequence CUCCAGAGGGAUGCACUUUCU. The protein sequence of the target gene is MPRRKQEQPKRLPSHVSRQEEAEGELSEGEHWYGNSSETPSEASYGEVQENYKLSLEDRIQEQSTSPDTSLGSTTPSSHTLELVALDSEVLRDSLQCQDHLSPGVSSLCDDDPGSNKPLSSNLRRLLEAGSLKLDAAATANGRVESPVNVGSNLSFSPPSHHAQQLSVLARKLAEKQEQNDQYTPSNRFIWNQGKWLPNSTTTCSLSPDSAILKLKAAANAVLQDKSLTRTEETMRFESFSSPFSSQSASSTLAALSKKVSERSLTPGQEHPPPASSFLSLASMTSSAALLKEVAARAAG.... Result: 1 (interaction). (4) The miRNA is mmu-miR-466n-5p with sequence GUGUGUGCGUACAUGUACAUGU. The protein sequence of the target gene is MPPKTKGRGRKAEARKKKKNSSPGVEAEAKHRLVLLEKELLQDRLALQREEARRAKASEDRLKQRLQGLEAELERTQSEGKAIYAEMSRQRQALKEELGTRSKQLEEEVRSLKEQLETCQREAKTAKEEAERALRKQDGTLAQLHAHVADMEAKYEEILHDNLDCLLAKLRVVKPHWDANVLRLHTRLKEQLRQFGLNPLDL. Result: 0 (no interaction). (5) The miRNA is hsa-miR-6724-5p with sequence CUGGGCCCGCGGCGGGCGUGGGG. The protein sequence of the target gene is MALVLILQLLTLWPLCHTDITPSVPPASYHPKPWLGAQPATVVTPGVNVTLRCRAPQPAWRFGLFKPGEIAPLLFRDVSSELAEFFLEEVTPAQGGIYRCCYRRPDWGPGVWSQPSDVLELLVTEELPRPSLVALPGPVVGPGANVSLRCAGRLRNMSFVLYREGVAAPLQYRHSAQPWADFTLLGARAPGTYSCYYHTPSAPYVLSQRSEVLVISWEGEGPEARPASSAPGMQAPGPPPSDPGAQAPSLSSFRPRGLVLQPLLPQTQDSWDPAPPPSDPGV. Result: 1 (interaction). (6) The miRNA is hsa-miR-2355-5p with sequence AUCCCCAGAUACAAUGGACAA. The protein sequence of the target gene is MTKAQESLTLEDVAVDFTWEEWQFLSPAQKDLYRDVMLENYSNLVSVGYQAGKPDALTKLEQGEPLWTLEDEIHSPAHPEIEKADDHLQQPLQNQKILKRTGQRYEHGRTLKSYLGLTNQSRRYNRKEPAEFNGDGAFLHDNHEQMPTEIEFPESRKPISTKSQFLKHQQTHNIEKAHECTDCGKAFLKKSQLTEHKRIHTGKKPHVCSLCGKAFYKKYRLTEHERAHRGEKPHGCSLCGKAFYKRYRLTEHERAHKGEKPYGCSECGKAFPRKSELTEHQRIHTGIKPHQCSECGRAFS.... Result: 1 (interaction). (7) The miRNA is mmu-miR-3087-3p with sequence UAACUCACUGUCAUGUCCUCA. The protein sequence of the target gene is MAAERGAGQQQSQEMMEVDRRVESEESGDEEGKKHGGGGIVANLSEQSLKDGVDRGAEDPEEEHELAVDMETINLDRDAEDVDLTHYRIGKIEGLEVLKKVKSLCLRQNLIKCIENLEELQSLRELDLYDNQIKKIENLEALTELEVLDISFNMLRNIEGIDKLTQLKKLFLVNNKINKIENISNLHQLQMLELGSNRIRAIENIDTLTNLESLFLGKNKITKLQNLDALTNLTVLSVQSNRLAKIEGLQSLVNLRELYLSNNGIEVIEGLENNNKLTMLDIASNRIKKIENISHLTELQ.... Result: 1 (interaction).